From a dataset of Reaction yield outcomes from USPTO patents with 853,638 reactions. Predict the reaction yield, written as a fraction of the theoretical maximum amount of product (1.0 means a 100% yield; for example, 0.34 means a 34% yield). (1) The reactants are S(OS(C(F)(F)F)(=O)=O)(C(F)(F)F)(=O)=O.C1(P(=O)(C2C=CC=CC=2)C2C=CC=CC=2)C=CC=CC=1.[CH2:36]([O:38][C:39](=[O:53])[CH2:40][C:41]([C:43]1[CH:52]=[CH:51][C:50]2[C:45](=[CH:46][CH:47]=[CH:48][CH:49]=2)[CH:44]=1)=O)[CH3:37].C(N(CC)CC)C. The catalyst is ClCCCl. The product is [CH2:36]([O:38][C:39](=[O:53])[C:40]#[C:41][C:43]1[CH:52]=[CH:51][C:50]2[C:45](=[CH:46][CH:47]=[CH:48][CH:49]=2)[CH:44]=1)[CH3:37]. The yield is 0.370. (2) The reactants are [OH:1][C:2]([C:4]([F:15])([F:14])[CH:5]([O:8][C:9](=[O:13])[C:10]([CH3:12])=[CH2:11])[CH2:6][CH3:7])=[O:3].C1COCC1.C(N(CC)CC)C.Cl[C:29]1([CH3:34])[CH2:33][CH2:32][CH2:31][CH2:30]1. The catalyst is O. The product is [CH3:34][C:29]1([O:3][C:2]([C:4]([F:14])([F:15])[CH:5]([O:8][C:9](=[O:13])[C:10]([CH3:12])=[CH2:11])[CH2:6][CH3:7])=[O:1])[CH2:33][CH2:32][CH2:31][CH2:30]1. The yield is 0.830. (3) The reactants are [NH2:1][C:2]1[N:7]=[CH:6][N:5]=[C:4]2[N:8]([CH:24]3[CH2:29][CH2:28][CH2:27][N:26]([C:30](=[O:34])[CH2:31][C:32]#[N:33])[CH2:25]3)[N:9]=[C:10]([C:11]3[CH:16]=[CH:15][C:14]([O:17][C:18]4[CH:23]=[CH:22][CH:21]=[CH:20][CH:19]=4)=[CH:13][CH:12]=3)[C:3]=12.CO.N1CCCCC1.[CH:43](=O)[C:44]([CH3:47])([CH3:46])[CH3:45]. The catalyst is ClCCl. The product is [NH2:1][C:2]1[N:7]=[CH:6][N:5]=[C:4]2[N:8]([C@@H:24]3[CH2:29][CH2:28][CH2:27][N:26]([C:30]([C:31](=[CH:43][C:44]([CH3:47])([CH3:46])[CH3:45])[C:32]#[N:33])=[O:34])[CH2:25]3)[N:9]=[C:10]([C:11]3[CH:12]=[CH:13][C:14]([O:17][C:18]4[CH:19]=[CH:20][CH:21]=[CH:22][CH:23]=4)=[CH:15][CH:16]=3)[C:3]=12. The yield is 0.260. (4) The reactants are [CH:1]([C:3]1[CH:18]=[CH:17][C:6]([O:7][C:8]2[N:9]=[CH:10][C:11]([C:14]([NH2:16])=[O:15])=[N:12][CH:13]=2)=[CH:5][CH:4]=1)=O.[CH3:19][C:20]([CH3:25])([CH3:24])[CH2:21][CH2:22][NH2:23].[BH4-].[Na+]. The catalyst is CO. The product is [CH3:19][C:20]([CH3:25])([CH3:24])[CH2:21][CH2:22][NH:23][CH2:1][C:3]1[CH:18]=[CH:17][C:6]([O:7][C:8]2[N:9]=[CH:10][C:11]([C:14]([NH2:16])=[O:15])=[N:12][CH:13]=2)=[CH:5][CH:4]=1. The yield is 0.338. (5) The reactants are [Cl:1][C:2]1[CH:7]=[CH:6][C:5]([CH2:8]Cl)=[CH:4][N:3]=1.C(=O)([O-])[O-].[K+].[K+].[CH2:16]([O:18][C:19]([CH2:21][N:22]1[CH2:27][CH2:26][NH:25][CH2:24][CH2:23]1)=[O:20])[CH3:17]. The catalyst is C(#N)C. The product is [Cl:1][C:2]1[N:3]=[CH:4][C:5]([CH2:8][N:25]2[CH2:24][CH2:23][N:22]([CH2:21][C:19]([O:18][CH2:16][CH3:17])=[O:20])[CH2:27][CH2:26]2)=[CH:6][CH:7]=1. The yield is 0.300. (6) The reactants are [Br:1][C:2]1[CH:7]=[CH:6][C:5]([C@@H:8]([NH2:11])[CH2:9]C)=[CH:4][CH:3]=1.[C:12]([O-])(O)=[O:13].[Na+].ClC(Cl)(OC(=O)OC(Cl)(Cl)Cl)Cl. The catalyst is C(Cl)Cl. The product is [Br:1][C:2]1[CH:7]=[CH:6][C:5]([C@H:8]([N:11]=[C:12]=[O:13])[CH3:9])=[CH:4][CH:3]=1. The yield is 0.440. (7) The reactants are O=C1C2C(=CC=CC=2)C(=O)[N:3]1[CH2:12][CH:13]([O:26][CH2:27][CH2:28][NH:29][C:30](=[O:36])[O:31][C:32]([CH3:35])([CH3:34])[CH3:33])[CH2:14][N:15]1C(=O)C2C(=CC=CC=2)C1=O.O.NN. The catalyst is C(O)C. The product is [NH2:3][CH2:12][CH:13]([O:26][CH2:27][CH2:28][NH:29][C:30](=[O:36])[O:31][C:32]([CH3:34])([CH3:33])[CH3:35])[CH2:14][NH2:15]. The yield is 0.975.